The task is: Predict which catalyst facilitates the given reaction.. This data is from Catalyst prediction with 721,799 reactions and 888 catalyst types from USPTO. Reactant: [NH2:1][C:2]1[CH:3]=[CH:4][C:5]([CH:13]2[CH2:18][CH2:17][C:16](=O)[CH2:15][CH2:14]2)=[C:6]2[C:10]=1[C:9](=[O:11])[N:8]([CH3:12])[CH2:7]2.[CH3:20][N:21]1[CH2:26][CH2:25][NH:24][CH2:23][CH2:22]1.C(O[BH-](OC(=O)C)OC(=O)C)(=O)C.[Na+]. Product: [NH2:1][C:2]1[CH:3]=[CH:4][C:5]([C@H:13]2[CH2:18][CH2:17][C@H:16]([N:24]3[CH2:25][CH2:26][N:21]([CH3:20])[CH2:22][CH2:23]3)[CH2:15][CH2:14]2)=[C:6]2[C:10]=1[C:9](=[O:11])[N:8]([CH3:12])[CH2:7]2. The catalyst class is: 26.